Binary Classification. Given a drug SMILES string, predict its activity (active/inactive) in a high-throughput screening assay against a specified biological target. From a dataset of Serine/threonine kinase 33 screen with 319,792 compounds. (1) The compound is O1CCN(CCCNC(=O)C(=O)c2c3c(n(CC(=O)N(CC)CC)c2)cccc3)CC1. The result is 0 (inactive). (2) The molecule is S(=O)(=O)(N1CCN(CC1)CC(O)c1ccccc1)c1cc(c(cc1)C)C. The result is 0 (inactive).